This data is from Peptide-MHC class II binding affinity with 134,281 pairs from IEDB. The task is: Regression. Given a peptide amino acid sequence and an MHC pseudo amino acid sequence, predict their binding affinity value. This is MHC class II binding data. (1) The peptide sequence is ECGGILQAYDLRDAP. The MHC is HLA-DQA10401-DQB10402 with pseudo-sequence HLA-DQA10401-DQB10402. The binding affinity (normalized) is 0.297. (2) The peptide sequence is KLIGGIGGFIKVRQYDQILI. The MHC is HLA-DQA10501-DQB10301 with pseudo-sequence HLA-DQA10501-DQB10301. The binding affinity (normalized) is 0.277. (3) The peptide sequence is GEEEVQLIAAVPGKN. The MHC is DRB5_0101 with pseudo-sequence DRB5_0101. The binding affinity (normalized) is 0.680. (4) The peptide sequence is YDAFLANVSTVLTGK. The binding affinity (normalized) is 0.772. The MHC is DRB1_1302 with pseudo-sequence DRB1_1302. (5) The peptide sequence is QAGGKLCPNNLCCSQ. The MHC is HLA-DQA10301-DQB10302 with pseudo-sequence HLA-DQA10301-DQB10302. The binding affinity (normalized) is 0. (6) The peptide sequence is KVFNTRRNTLLFLDL. The MHC is DRB5_0101 with pseudo-sequence DRB5_0101. The binding affinity (normalized) is 0.800. (7) The MHC is DRB1_0301 with pseudo-sequence DRB1_0301. The binding affinity (normalized) is 0. The peptide sequence is DCLKNSADTISSYFVGKM.